This data is from Full USPTO retrosynthesis dataset with 1.9M reactions from patents (1976-2016). The task is: Predict the reactants needed to synthesize the given product. (1) Given the product [CH3:37][N:36]1[CH2:35][CH2:34][CH2:33][N:32]([C:12]([C:11]2[CH:10]=[C:9]([C:7]3[O:8][C:4]([C:1](=[O:3])[CH3:2])=[CH:5][CH:6]=3)[CH:17]=[CH:16][CH:15]=2)=[O:14])[CH2:31][CH2:38]1, predict the reactants needed to synthesize it. The reactants are: [C:1]([C:4]1[O:8][C:7]([C:9]2[CH:10]=[C:11]([CH:15]=[CH:16][CH:17]=2)[C:12]([OH:14])=O)=[CH:6][CH:5]=1)(=[O:3])[CH3:2].C1C=CC2N(O)N=NC=2C=1.CCN=[C:31]=[N:32][CH2:33][CH2:34][CH2:35][N:36]([CH3:38])[CH3:37].CN1CCCNCC1.CCN(C(C)C)C(C)C. (2) Given the product [Cl:24][C:25]1[CH:26]=[C:27]([O:37][C:38]2[C:50]([CH:2]=[CH2:10])=[CH:49][C:41]([C:42]([O:44][C:45]([CH3:48])([CH3:47])[CH3:46])=[O:43])=[C:40]([F:52])[CH:39]=2)[CH:28]=[N:29][C:30]=1[O:31][CH2:32][C:33]([F:36])([F:35])[F:34], predict the reactants needed to synthesize it. The reactants are: Br[C:2]1C=C(C=C[C:10]=1OC1C=CC(OC(F)(F)F)=C(Cl)C=1)C([O-])=O.[Cl:24][C:25]1[CH:26]=[C:27]([O:37][C:38]2[C:50](I)=[CH:49][C:41]([C:42]([O:44][C:45]([CH3:48])([CH3:47])[CH3:46])=[O:43])=[C:40]([F:52])[CH:39]=2)[CH:28]=[N:29][C:30]=1[O:31][CH2:32][C:33]([F:36])([F:35])[F:34].COC1C(B(O)O)=CC=CN=1.CC1(C)C(C)(C)OB(C=C)O1.